Task: Regression. Given two drug SMILES strings and cell line genomic features, predict the synergy score measuring deviation from expected non-interaction effect.. Dataset: Merck oncology drug combination screen with 23,052 pairs across 39 cell lines (1) Drug 1: CCN(CC)CCNC(=O)c1c(C)[nH]c(C=C2C(=O)Nc3ccc(F)cc32)c1C. Drug 2: NC1(c2ccc(-c3nc4ccn5c(=O)[nH]nc5c4cc3-c3ccccc3)cc2)CCC1. Synergy scores: synergy=20.1. Cell line: CAOV3. (2) Drug 1: Cn1c(=O)n(-c2ccc(C(C)(C)C#N)cc2)c2c3cc(-c4cnc5ccccc5c4)ccc3ncc21. Drug 2: Cn1cc(-c2cnn3c(N)c(Br)c(C4CCCNC4)nc23)cn1. Cell line: SKMES1. Synergy scores: synergy=4.30. (3) Drug 1: COc1cccc2c1C(=O)c1c(O)c3c(c(O)c1C2=O)CC(O)(C(=O)CO)CC3OC1CC(N)C(O)C(C)O1. Drug 2: O=C(NOCC(O)CO)c1ccc(F)c(F)c1Nc1ccc(I)cc1F. Cell line: COLO320DM. Synergy scores: synergy=6.48. (4) Drug 1: N#Cc1ccc(Cn2cncc2CN2CCN(c3cccc(Cl)c3)C(=O)C2)cc1. Drug 2: Nc1ccn(C2OC(CO)C(O)C2(F)F)c(=O)n1. Cell line: MSTO. Synergy scores: synergy=-6.71. (5) Drug 1: COc1cccc2c1C(=O)c1c(O)c3c(c(O)c1C2=O)CC(O)(C(=O)CO)CC3OC1CC(N)C(O)C(C)O1. Drug 2: CNC(=O)c1cc(Oc2ccc(NC(=O)Nc3ccc(Cl)c(C(F)(F)F)c3)cc2)ccn1. Cell line: EFM192B. Synergy scores: synergy=-23.6.